This data is from Reaction yield outcomes from USPTO patents with 853,638 reactions. The task is: Predict the reaction yield, written as a fraction of the theoretical maximum amount of product (1.0 means a 100% yield; for example, 0.34 means a 34% yield). (1) The reactants are [OH:1][CH2:2][C:3]1[CH:4]=[C:5]2[C:10](=[CH:11][C:12]=1[CH2:13][OH:14])[O:9][C:8](=[O:15])[C:7]([CH2:16][C:17]([O:19][CH2:20][CH3:21])=[O:18])=[C:6]2[C:22]1[CH:27]=[CH:26][CH:25]=[CH:24][CH:23]=1. The catalyst is ClCCl.[O-2].[O-2].[Mn+4]. The product is [O:15]=[C:8]1[C:7]([CH2:16][C:17]([O:19][CH2:20][CH3:21])=[O:18])=[C:6]([C:22]2[CH:23]=[CH:24][CH:25]=[CH:26][CH:27]=2)[C:5]2[C:10](=[CH:11][C:12]3[C:13](=[O:14])[O:1][CH2:2][C:3]=3[CH:4]=2)[O:9]1. The yield is 0.660. (2) The reactants are [Br:1][C:2]1[CH:11]=[CH:10][CH:9]=[C:8]2[C:3]=1[CH2:4][CH2:5][N:6]([C:16]([O:18][C:19]([CH3:22])([CH3:21])[CH3:20])=[O:17])[CH:7]2[C:12]([O:14]C)=[O:13].CO.[OH-].[Na+]. The catalyst is C1COCC1. The product is [Br:1][C:2]1[CH:11]=[CH:10][CH:9]=[C:8]2[C:3]=1[CH2:4][CH2:5][N:6]([C:16]([O:18][C:19]([CH3:22])([CH3:21])[CH3:20])=[O:17])[CH:7]2[C:12]([OH:14])=[O:13]. The yield is 0.990. (3) No catalyst specified. The product is [CH:1]1([C:7]([C:9]2[CH:14]=[CH:13][CH:12]=[CH:11][N:10]=2)=[O:17])[CH2:4][CH2:3][CH2:2]1. The yield is 0.830. The reactants are [CH:1]1([Mg]Br)[CH2:4][CH2:3][CH2:2]1.[C:7]([C:9]1[CH:14]=[CH:13][CH:12]=[CH:11][N:10]=1)#N.CC[O:17]CC. (4) The reactants are Br[C:2]1[CH:17]=[CH:16][C:5]([CH2:6][CH2:7][NH:8][C:9](=[O:15])[O:10][C:11]([CH3:14])([CH3:13])[CH3:12])=[CH:4][C:3]=1[O:18][C:19]([F:22])([F:21])[F:20].C(=O)([O-])O.[Na+].[CH3:28][N:29](C=O)C. The catalyst is [C-]#N.[Zn+2].[C-]#N.C1C=CC([P]([Pd]([P](C2C=CC=CC=2)(C2C=CC=CC=2)C2C=CC=CC=2)([P](C2C=CC=CC=2)(C2C=CC=CC=2)C2C=CC=CC=2)[P](C2C=CC=CC=2)(C2C=CC=CC=2)C2C=CC=CC=2)(C2C=CC=CC=2)C2C=CC=CC=2)=CC=1. The product is [C:28]([C:2]1[CH:17]=[CH:16][C:5]([CH2:6][CH2:7][NH:8][C:9](=[O:15])[O:10][C:11]([CH3:14])([CH3:13])[CH3:12])=[CH:4][C:3]=1[O:18][C:19]([F:22])([F:21])[F:20])#[N:29]. The yield is 0.380.